From a dataset of Full USPTO retrosynthesis dataset with 1.9M reactions from patents (1976-2016). Predict the reactants needed to synthesize the given product. (1) Given the product [C:3]([O:7][C:8]([N:10]1[CH2:15][CH2:14][C:13]([C:18]2[CH:23]=[CH:22][C:21]([Cl:24])=[CH:20][CH:19]=2)([CH2:16][NH:2][CH3:1])[CH2:12][CH2:11]1)=[O:9])([CH3:6])([CH3:5])[CH3:4], predict the reactants needed to synthesize it. The reactants are: [CH3:1][NH2:2].[C:3]([O:7][C:8]([N:10]1[CH2:15][CH2:14][C:13]([C:18]2[CH:23]=[CH:22][C:21]([Cl:24])=[CH:20][CH:19]=2)([CH:16]=O)[CH2:12][CH2:11]1)=[O:9])([CH3:6])([CH3:5])[CH3:4].[BH4-].[Na+]. (2) The reactants are: [Cl:1][C:2]1[C:11]2[C:6](=[C:7]([NH2:12])[CH:8]=[CH:9][CH:10]=2)[N:5]=[CH:4][CH:3]=1.[C:13]1([S:19](Cl)(=[O:21])=[O:20])[CH:18]=[CH:17][CH:16]=[CH:15][CH:14]=1. Given the product [Cl:1][C:2]1[C:11]2[C:6](=[C:7]([NH:12][S:19]([C:13]3[CH:18]=[CH:17][CH:16]=[CH:15][CH:14]=3)(=[O:21])=[O:20])[CH:8]=[CH:9][CH:10]=2)[N:5]=[CH:4][CH:3]=1, predict the reactants needed to synthesize it.